Dataset: Forward reaction prediction with 1.9M reactions from USPTO patents (1976-2016). Task: Predict the product of the given reaction. (1) Given the reactants [Cl:1][C:2]1[CH:3]=[C:4]([CH:8]=[C:9]([O:11][CH3:12])[CH:10]=1)[C:5]([OH:7])=O.Cl.[NH2:14][CH2:15][C:16]1[CH:27]=[CH:26][C:25]([C:28]#[N:29])=[CH:24][C:17]=1[O:18][CH2:19][C:20]([NH:22][CH3:23])=[O:21], predict the reaction product. The product is: [Cl:1][C:2]1[CH:3]=[C:4]([CH:8]=[C:9]([O:11][CH3:12])[CH:10]=1)[C:5]([NH:14][CH2:15][C:16]1[CH:27]=[CH:26][C:25]([C:28]#[N:29])=[CH:24][C:17]=1[O:18][CH2:19][C:20](=[O:21])[NH:22][CH3:23])=[O:7]. (2) Given the reactants Br[C:2]1[CH:7]=[CH:6][C:5]([N+:8]([O-:10])=[O:9])=[CH:4][CH:3]=1.C(=O)([O-])[O-].[Na+].[Na+].[Cl:17][C:18]1[CH:26]=[C:25]2[C:21]([C:22]([NH:35][C:36](=[O:40])[CH2:37][CH2:38][CH3:39])=[N:23][N:24]2[CH2:27][O:28][CH2:29][CH2:30][Si:31]([CH3:34])([CH3:33])[CH3:32])=[CH:20][C:19]=1B1OC(C)(C)C(C)(C)O1.C(OCC)(=O)C, predict the reaction product. The product is: [Cl:17][C:18]1[CH:26]=[C:25]2[C:21]([C:22]([NH:35][C:36](=[O:40])[CH2:37][CH2:38][CH3:39])=[N:23][N:24]2[CH2:27][O:28][CH2:29][CH2:30][Si:31]([CH3:34])([CH3:32])[CH3:33])=[CH:20][C:19]=1[C:2]1[CH:7]=[CH:6][C:5]([N+:8]([O-:10])=[O:9])=[CH:4][CH:3]=1. (3) Given the reactants C[O:2][C:3](=[O:28])[CH2:4][O:5][C:6]1[CH:11]=[C:10]([O:12][CH3:13])[C:9]([S:14][CH2:15][CH2:16][C:17](=O)[N:18]([CH3:25])[C:19]2[CH:24]=[CH:23][CH:22]=[CH:21][N:20]=2)=[CH:8][C:7]=1[CH3:27].O=P(Cl)(Cl)Cl.[BH4-].[Na+].Cl.C(=O)(O)[O-].[Na+], predict the reaction product. The product is: [CH3:13][O:12][C:10]1[C:9]([S:14][CH2:15][CH2:16][CH2:17][N:18]([CH3:25])[C:19]2[CH:24]=[CH:23][CH:22]=[CH:21][N:20]=2)=[CH:8][C:7]([CH3:27])=[C:6]([CH:11]=1)[O:5][CH2:4][C:3]([OH:28])=[O:2].